This data is from CYP3A4 inhibition data for predicting drug metabolism from PubChem BioAssay. The task is: Regression/Classification. Given a drug SMILES string, predict its absorption, distribution, metabolism, or excretion properties. Task type varies by dataset: regression for continuous measurements (e.g., permeability, clearance, half-life) or binary classification for categorical outcomes (e.g., BBB penetration, CYP inhibition). Dataset: cyp3a4_veith. (1) The drug is COc1ccccc1CN1CC2(CCN(S(=O)(=O)c3ccccc3)CC2)C1. The result is 1 (inhibitor). (2) The drug is Cc1ccc(OCC(=O)Nn2cnc3ccccc32)cc1. The result is 1 (inhibitor). (3) The drug is O=c1[nH][nH]c(=S)c(=O)[nH]1. The result is 0 (non-inhibitor). (4) The drug is CCC(C)C1NC(=S)N(Cc2ccccc2)C1=O. The result is 1 (inhibitor).